This data is from Full USPTO retrosynthesis dataset with 1.9M reactions from patents (1976-2016). The task is: Predict the reactants needed to synthesize the given product. Given the product [C:12]([CH2:13][C:8]1[CH:9]=[C:4]([CH:1]([CH3:2])[CH3:3])[C:5]([O:22][C:21]([C:19]([OH:20])([CH2:18][C:17]([OH:29])=[O:28])[CH2:24][C:25]([OH:27])=[O:26])=[O:23])=[C:6]([OH:10])[CH:7]=1)([OH:16])=[O:15], predict the reactants needed to synthesize it. The reactants are: [CH:1]([C:4]1[CH:9]=[CH:8][CH:7]=[C:6]([OH:10])[C:5]=1C)([CH3:3])[CH3:2].[C:12]([OH:16])(=[O:15])[CH2:13]C.[C:17]([OH:29])(=[O:28])[CH2:18][C:19]([CH2:24][C:25]([OH:27])=[O:26])([C:21]([OH:23])=[O:22])[OH:20].